This data is from Aqueous solubility values for 9,982 compounds from the AqSolDB database. The task is: Regression/Classification. Given a drug SMILES string, predict its absorption, distribution, metabolism, or excretion properties. Task type varies by dataset: regression for continuous measurements (e.g., permeability, clearance, half-life) or binary classification for categorical outcomes (e.g., BBB penetration, CYP inhibition). For this dataset (solubility_aqsoldb), we predict Y. (1) The drug is Cc1c[nH]c(=S)[nH]c1=O. The Y is -2.45 log mol/L. (2) The drug is CC(C)C(NCCC#N)C(=O)O. The Y is -1.12 log mol/L. (3) The compound is CC(=O)Nc1c(I)cc(I)c(C(=O)O)c1I. The Y is -2.64 log mol/L. (4) The Y is 0.928 log mol/L. The molecule is COCCOC(C)=O. (5) The molecule is CNC(=O)Oc1cccc(C(C)C)c1. The Y is -3.36 log mol/L. (6) The drug is COc1ccc(OC)c(NC(C)=O)c1. The Y is -1.59 log mol/L. (7) The molecule is NC(=O)c1cc(Cl)cc(Cl)c1N. The Y is -2.08 log mol/L. (8) The molecule is O=C1c2ccccc2C(=O)C1c1ccc2ccccc2n1. The Y is -4.70 log mol/L. (9) The molecule is CCCN(CCOc1c(Cl)cc(Cl)cc1Cl)C(=O)n1ccnc1. The Y is -4.04 log mol/L. (10) The drug is CNS(=O)(=O)c1cc(OC)c(N)cc1OC. The Y is -3.65 log mol/L.